Dataset: Peptide-MHC class I binding affinity with 185,985 pairs from IEDB/IMGT. Task: Regression. Given a peptide amino acid sequence and an MHC pseudo amino acid sequence, predict their binding affinity value. This is MHC class I binding data. (1) The peptide sequence is NTNMGLKFR. The MHC is HLA-A02:03 with pseudo-sequence HLA-A02:03. The binding affinity (normalized) is 0. (2) The MHC is HLA-A30:02 with pseudo-sequence HLA-A30:02. The binding affinity (normalized) is 0.552. The peptide sequence is VGSQGENQLY.